From a dataset of Reaction yield outcomes from USPTO patents with 853,638 reactions. Predict the reaction yield, written as a fraction of the theoretical maximum amount of product (1.0 means a 100% yield; for example, 0.34 means a 34% yield). (1) The reactants are [CH3:1][C:2]1[S:6][C:5]([NH2:7])=[N:4][N:3]=1.Br[C:9]1[C:10](=[O:17])[N:11]([CH3:16])[CH:12]=[C:13]([Br:15])[CH:14]=1.CC1(C)C2C(=C(P(C3C=CC=CC=3)C3C=CC=CC=3)C=CC=2)OC2C(P(C3C=CC=CC=3)C3C=CC=CC=3)=CC=CC1=2.C([O-])([O-])=O.[Cs+].[Cs+]. The catalyst is C1C=CC(/C=C/C(/C=C/C2C=CC=CC=2)=O)=CC=1.C1C=CC(/C=C/C(/C=C/C2C=CC=CC=2)=O)=CC=1.C1C=CC(/C=C/C(/C=C/C2C=CC=CC=2)=O)=CC=1.[Pd].[Pd].O1CCOCC1. The product is [Br:15][C:13]1[CH:14]=[C:9]([NH:7][C:5]2[S:6][C:2]([CH3:1])=[N:3][N:4]=2)[C:10](=[O:17])[N:11]([CH3:16])[CH:12]=1. The yield is 0.730. (2) The reactants are C(O)(C(F)(F)F)=O.C([O:12][C@@H:13]([C@H:15]1[CH2:19][S:18][C:17](=[N:20][C:21]2[CH:26]=[CH:25][C:24]([N+:27]([O-:29])=[O:28])=[CH:23][C:22]=2[CH3:30])[N:16]1[CH2:31][CH:32]([CH3:34])[CH3:33])[CH3:14])(C)(C)C. No catalyst specified. The product is [OH:12][C@@H:13]([C@H:15]1[CH2:19][S:18][C:17](=[N:20][C:21]2[CH:26]=[CH:25][C:24]([N+:27]([O-:29])=[O:28])=[CH:23][C:22]=2[CH3:30])[N:16]1[CH2:31][CH:32]([CH3:34])[CH3:33])[CH3:14]. The yield is 0.900. (3) The reactants are [Cl:1][C:2]1[CH:7]=[CH:6][C:5]([C@H:8]([C:21]([N:23]2[CH2:28][CH2:27][N:26]([C:29]3[C:34]([C:35]4[O:36][C:37]([CH3:40])=[N:38][N:39]=4)=[CH:33][N:32]=[C:31]4[NH:41][CH:42]=[CH:43][C:30]=34)[CH2:25][CH2:24]2)=[O:22])[CH2:9][N:10]([CH:18]([CH3:20])[CH3:19])C(=O)OC(C)(C)C)=[CH:4][CH:3]=1. The catalyst is C(O)(C(F)(F)F)=O. The product is [Cl:1][C:2]1[CH:3]=[CH:4][C:5]([C@@H:8]([CH2:9][NH:10][CH:18]([CH3:20])[CH3:19])[C:21]([N:23]2[CH2:24][CH2:25][N:26]([C:29]3[C:34]([C:35]4[O:36][C:37]([CH3:40])=[N:38][N:39]=4)=[CH:33][N:32]=[C:31]4[NH:41][CH:42]=[CH:43][C:30]=34)[CH2:27][CH2:28]2)=[O:22])=[CH:6][CH:7]=1. The yield is 0.500. (4) No catalyst specified. The reactants are [C:1](O)([C:3]([F:6])([F:5])[F:4])=O.C1C=CC(P(C2C=CC=CC=2)C2C=CC=CC=2)=CC=1.CCN(CC)CC.[CH3:34][O:35][C:36]([C:38]1[CH:39]=[C:40]([C:45]2[CH:50]=[CH:49][C:48]([CH3:51])=[CH:47][CH:46]=2)[CH:41]=[C:42]([NH2:44])[CH:43]=1)=[O:37].C(Cl)(Cl)(Cl)[Cl:53]. The yield is 0.600. The product is [CH3:34][O:35][C:36]([C:38]1[CH:39]=[C:40]([C:45]2[CH:50]=[CH:49][C:48]([CH3:51])=[CH:47][CH:46]=2)[CH:41]=[C:42](/[N:44]=[C:1](\[Cl:53])/[C:3]([F:6])([F:5])[F:4])[CH:43]=1)=[O:37]. (5) No catalyst specified. The product is [CH2:1]([O:11][C:10](=[O:13])[O-:12])[CH2:2][CH2:3][CH2:4][CH2:5][CH2:6][CH2:7][CH3:8].[CH2:1]([NH3+:9])[CH2:2][CH2:3][CH2:4][CH2:5][CH2:6][CH2:7][CH3:8]. The yield is 0.960. The reactants are [CH2:1]([NH2:9])[CH2:2][CH2:3][CH2:4][CH2:5][CH2:6][CH2:7][CH3:8].[C:10](=[O:12])=[O:11].[OH2:13]. (6) The product is [Cl:10][C:4]1[C:5]([O:9][C:16]2[CH:15]=[CH:14][N:13]=[C:12]([Cl:11])[CH:17]=2)=[CH:6][C:7]([F:8])=[C:2]([NH2:1])[CH:3]=1. The yield is 0.320. The catalyst is CS(C)=O. The reactants are [NH2:1][C:2]1[C:7]([F:8])=[CH:6][C:5]([OH:9])=[C:4]([Cl:10])[CH:3]=1.[Cl:11][C:12]1[CH:17]=[C:16](Cl)[CH:15]=[CH:14][N:13]=1.C([O-])([O-])=O.[K+].[K+].O.